This data is from Peptide-MHC class I binding affinity with 185,985 pairs from IEDB/IMGT. The task is: Regression. Given a peptide amino acid sequence and an MHC pseudo amino acid sequence, predict their binding affinity value. This is MHC class I binding data. (1) The peptide sequence is ILDDNLYKV. The MHC is HLA-A02:03 with pseudo-sequence HLA-A02:03. The binding affinity (normalized) is 0.600. (2) The peptide sequence is IEIKDTKEAL. The MHC is HLA-A23:01 with pseudo-sequence HLA-A23:01. The binding affinity (normalized) is 0.